This data is from Full USPTO retrosynthesis dataset with 1.9M reactions from patents (1976-2016). The task is: Predict the reactants needed to synthesize the given product. (1) Given the product [CH3:1][O:2][C:3]1[C:4]([CH3:31])=[C:5]([C:22]([O:29][CH3:30])=[C:23]([O:27][CH3:28])[C:24]=1[O:25][CH3:26])[CH2:6][C:7]1[CH:8]=[CH:9][C:10]([C:16]2[CH:17]=[N:18][CH:19]=[CH:20][CH:21]=2)=[C:11]([CH:15]=1)[C:12]([NH:38][C:37]1[CH:39]=[CH:40][C:34]([C:33]([F:41])([F:42])[F:32])=[CH:35][CH:36]=1)=[O:13], predict the reactants needed to synthesize it. The reactants are: [CH3:1][O:2][C:3]1[C:4]([CH3:31])=[C:5]([C:22]([O:29][CH3:30])=[C:23]([O:27][CH3:28])[C:24]=1[O:25][CH3:26])[CH2:6][C:7]1[CH:8]=[CH:9][C:10]([C:16]2[CH:17]=[N:18][CH:19]=[CH:20][CH:21]=2)=[C:11]([CH:15]=1)[C:12](O)=[O:13].[F:32][C:33]([F:42])([F:41])[C:34]1[CH:40]=[CH:39][C:37]([NH2:38])=[CH:36][CH:35]=1.C(N(CC)CC)C.[Cl-].ClC1N(C)CC[NH+]1C. (2) Given the product [CH2:33]([O:14][N:13]=[C:8]1[CH2:7][CH:6]([C:15]2[CH:20]=[CH:19][CH:18]=[CH:17][C:16]=2[C:21]2[CH:26]=[CH:25][CH:24]=[CH:23][CH:22]=2)[CH2:5][C:4]2[N:3]=[C:2]([NH2:1])[N:11]=[C:10]([CH3:12])[C:9]1=2)[CH2:32][CH2:31][CH2:30][C:29]#[CH:28], predict the reactants needed to synthesize it. The reactants are: [NH2:1][C:2]1[N:11]=[C:10]([CH3:12])[C:9]2[C:8](=[N:13][OH:14])[CH2:7][CH:6]([C:15]3[CH:20]=[CH:19][CH:18]=[CH:17][C:16]=3[C:21]3[CH:26]=[CH:25][CH:24]=[CH:23][CH:22]=3)[CH2:5][C:4]=2[N:3]=1.Cl[CH2:28][CH2:29][CH2:30][CH2:31][C:32]#[CH:33].[H-].[Na+].CN(C)CCCON=C1CC(C2C=C(F)C=CC=2C2C=CC=CC=2)CC2N=C(N)N=C(C)C1=2. (3) Given the product [CH3:11][NH:1][C@@H:2]1[C:10]2[C:5](=[CH:6][CH:7]=[CH:8][CH:9]=2)[CH2:4][CH2:3]1, predict the reactants needed to synthesize it. The reactants are: [NH2:1][C@@H:2]1[C:10]2[C:5](=[CH:6][CH:7]=[CH:8][CH:9]=2)[CH2:4][CH2:3]1.[CH3:11]CN(CC)CC.C(OC(OC(OC(C)(C)C)=O)=O)(C)(C)C. (4) The reactants are: [Cl:1][C:2]1[CH:7]=[CH:6][C:5]([CH:8](O)[C:9]2[C:10]([C:22]([F:25])([F:24])[F:23])=[N:11][N:12]([CH:19]3[CH2:21][CH2:20]3)[C:13]=2[C:14]([O:16][CH2:17][CH3:18])=[O:15])=[CH:4][CH:3]=1.[NH2:27][C:28]1[CH:29]=[C:30]([Cl:36])[C:31](=[O:35])[N:32]([CH3:34])[CH:33]=1. Given the product [Cl:36][C:30]1[C:31](=[O:35])[N:32]([CH3:34])[CH:33]=[C:28]([NH:27][CH:8]([C:5]2[CH:6]=[CH:7][C:2]([Cl:1])=[CH:3][CH:4]=2)[C:9]2[C:10]([C:22]([F:25])([F:24])[F:23])=[N:11][N:12]([CH:19]3[CH2:21][CH2:20]3)[C:13]=2[C:14]([O:16][CH2:17][CH3:18])=[O:15])[CH:29]=1, predict the reactants needed to synthesize it. (5) Given the product [CH2:1]([O:3][C:4]1[CH:9]=[CH:8][C:7]([C:10]2[CH2:15][CH2:14][CH:13]([C:16]3[CH:21]=[CH:20][C:19]([O:22][CH2:23][CH2:24][CH2:25][CH3:26])=[C:18]([F:27])[C:17]=3[F:28])[CH2:12][CH:11]=2)=[C:6]([F:30])[C:5]=1[F:31])[CH3:2], predict the reactants needed to synthesize it. The reactants are: [CH2:1]([O:3][C:4]1[CH:9]=[CH:8][C:7]([C:10]2(O)[CH2:15][CH2:14][CH:13]([C:16]3[CH:21]=[CH:20][C:19]([O:22][CH2:23][CH2:24][CH2:25][CH3:26])=[C:18]([F:27])[C:17]=3[F:28])[CH2:12][CH2:11]2)=[C:6]([F:30])[C:5]=1[F:31])[CH3:2].C1(C)C=CC(S(O)(=O)=O)=CC=1.O.